Dataset: Reaction yield outcomes from USPTO patents with 853,638 reactions. Task: Predict the reaction yield, written as a fraction of the theoretical maximum amount of product (1.0 means a 100% yield; for example, 0.34 means a 34% yield). (1) The product is [CH2:1]([O:3][C:4]([C:6]1[CH:7]=[C:8]2[C:13](=[CH:14][CH:15]=1)[NH:12][CH:11]([C:16]1[CH:17]=[C:18]([N:26]3[CH2:30][CH2:29][CH2:28][CH2:27]3)[CH:19]=[C:20]([F:22])[CH:21]=1)[C:10]([CH3:25])([CH3:24])[CH2:9]2)=[O:5])[CH3:2]. The catalyst is CS(C)=O.[Cu]I. The reactants are [CH2:1]([O:3][C:4]([C:6]1[CH:7]=[C:8]2[C:13](=[CH:14][CH:15]=1)[NH:12][CH:11]([C:16]1[CH:21]=[C:20]([F:22])[CH:19]=[C:18](Br)[CH:17]=1)[C:10]([CH3:25])([CH3:24])[CH2:9]2)=[O:5])[CH3:2].[NH:26]1[CH2:30][CH2:29][CH2:28][CH2:27]1.[OH-].[K+].C(OCC)(=O)C. The yield is 0.450. (2) The reactants are [Br:1][C:2]1[CH:10]=[C:9]2[C:5]([C:6]([F:13])([F:12])[C:7](=[O:11])[NH:8]2)=[CH:4][CH:3]=1.[CH3:14]I. The yield is 0.820. The product is [Br:1][C:2]1[CH:10]=[C:9]2[C:5]([C:6]([F:13])([F:12])[C:7](=[O:11])[N:8]2[CH3:14])=[CH:4][CH:3]=1. No catalyst specified. (3) The reactants are [Cl:1][C:2]1[CH:27]=[C:26]([Cl:28])[CH:25]=[CH:24][C:3]=1[O:4][C:5]1[CH:10]=[CH:9][CH:8]=[CH:7][C:6]=1[NH:11][S:12]([C:15]1[CH:23]=[CH:22][C:18]([C:19]([OH:21])=O)=[CH:17][CH:16]=1)(=[O:14])=[O:13].C(N(CC)CC)C.CN(C(ON1N=NC2C=CC=CC1=2)=[N+](C)C)C.F[P-](F)(F)(F)(F)F.Cl.[CH2:61]([O:63][C:64](=[O:67])[CH2:65][NH2:66])[CH3:62]. The catalyst is CN(C)C=O. The product is [CH2:61]([O:63][C:64](=[O:67])[CH2:65][NH:66][C:19](=[O:21])[C:18]1[CH:17]=[CH:16][C:15]([S:12](=[O:13])(=[O:14])[NH:11][C:6]2[CH:7]=[CH:8][CH:9]=[CH:10][C:5]=2[O:4][C:3]2[CH:24]=[CH:25][C:26]([Cl:28])=[CH:27][C:2]=2[Cl:1])=[CH:23][CH:22]=1)[CH3:62]. The yield is 0.780. (4) The reactants are [CH3:1][O:2][C:3]1[C:12]2[C:7](=[CH:8][CH:9]=[CH:10][CH:11]=2)[C:6]([O:13][CH3:14])=[CH:5][C:4]=1/[CH:15]=[C:16](\[CH3:22])/[C:17]([O:19]CC)=[O:18].[OH-].[K+]. The catalyst is CCO. The product is [CH3:1][O:2][C:3]1[C:12]2[C:7](=[CH:8][CH:9]=[CH:10][CH:11]=2)[C:6]([O:13][CH3:14])=[CH:5][C:4]=1/[CH:15]=[C:16](\[CH3:22])/[C:17]([OH:19])=[O:18]. The yield is 0.830. (5) The reactants are [Br:1][C:2]1[CH:7]=[CH:6][C:5]([S:8]([NH:11][C:12]2[C:21]3[C:16](=[CH:17][CH:18]=[CH:19][CH:20]=3)[C:15]([O:22][CH3:23])=[C:14]([S:24][CH2:25][C:26]([O:28]C)=O)[CH:13]=2)(=[O:10])=[O:9])=[CH:4][CH:3]=1.[NH4+:30].[OH-]. The catalyst is CCOC(C)=O. The product is [Br:1][C:2]1[CH:7]=[CH:6][C:5]([S:8]([NH:11][C:12]2[C:21]3[C:16](=[CH:17][CH:18]=[CH:19][CH:20]=3)[C:15]([O:22][CH3:23])=[C:14]([S:24][CH2:25][C:26]([NH2:30])=[O:28])[CH:13]=2)(=[O:10])=[O:9])=[CH:4][CH:3]=1. The yield is 0.900. (6) The reactants are O[C@H](CC1C=CC=CC=1)C(O)=O.[Br:13][C:14]1[CH:22]=[CH:21][C:20]2[NH:19][C:18]3[CH2:23][C@@H:24]([NH2:26])[CH2:25][C:17]=3[C:16]=2[CH:15]=1.C(N(C(C)C)CC)(C)C.Cl[C:37]([O:39][CH:40]([CH3:42])[CH3:41])=[O:38]. The catalyst is C1(C)C=CC=CC=1. The product is [CH:40]([O:39][C:37](=[O:38])[NH:26][C@@H:24]1[CH2:23][C:18]2[NH:19][C:20]3[CH:21]=[CH:22][C:14]([Br:13])=[CH:15][C:16]=3[C:17]=2[CH2:25]1)([CH3:42])[CH3:41]. The yield is 0.903.